The task is: Predict the reaction yield, written as a fraction of the theoretical maximum amount of product (1.0 means a 100% yield; for example, 0.34 means a 34% yield).. This data is from Reaction yield outcomes from USPTO patents with 853,638 reactions. (1) No catalyst specified. The reactants are [O:1]1[C:5]2([CH2:10][CH2:9][C:8](=O)[CH2:7][CH2:6]2)[O:4][CH2:3][CH2:2]1.[NH:12]1[CH2:17][CH2:16][O:15][CH2:14][CH2:13]1.[BH-](OC(C)=O)(OC(C)=O)OC(C)=O.[Na+].C(O)(=O)C.C(Cl)[Cl:37]. The product is [ClH:37].[O:1]1[C:5]2([CH2:10][CH2:9][CH:8]([N:12]3[CH2:17][CH2:16][O:15][CH2:14][CH2:13]3)[CH2:7][CH2:6]2)[O:4][CH2:3][CH2:2]1. The yield is 0.800. (2) The reactants are [Cl-].O[NH3+:3].[C:4](=[O:7])([O-])[OH:5].[Na+].CS(C)=O.[CH2:13]([C:17]1[N:21]([CH2:22][C:23]2[CH:28]=[CH:27][C:26]([C:29]3[C:30]([C:35]#[N:36])=[CH:31][CH:32]=[CH:33][CH:34]=3)=[CH:25][CH:24]=2)[C:20](=[O:37])[N:19]([CH2:38][C:39]([C:41]2[CH:46]=[CH:45][C:44]([F:47])=[CH:43][CH:42]=2)=[O:40])[N:18]=1)[CH2:14][CH2:15][CH3:16]. The catalyst is C(OCC)(=O)C. The product is [CH2:13]([C:17]1[N:21]([CH2:22][C:23]2[CH:24]=[CH:25][C:26]([C:29]3[CH:34]=[CH:33][CH:32]=[CH:31][C:30]=3[C:35]3[NH:3][C:4](=[O:7])[O:5][N:36]=3)=[CH:27][CH:28]=2)[C:20](=[O:37])[N:19]([CH2:38][C:39]([C:41]2[CH:46]=[CH:45][C:44]([F:47])=[CH:43][CH:42]=2)=[O:40])[N:18]=1)[CH2:14][CH2:15][CH3:16]. The yield is 0.290. (3) The reactants are [OH:1][CH:2]([CH2:14][CH2:15][C:16]1[CH:21]=[CH:20][CH:19]=[CH:18][CH:17]=1)[CH:3]=[CH:4][C:5]1[CH:10]=[CH:9][C:8]([OH:11])=[C:7]([O:12][CH3:13])[CH:6]=1.[H][H]. The catalyst is C(O)C.[Pd]. The product is [OH:1][CH:2]([CH2:14][CH2:15][C:16]1[CH:17]=[CH:18][CH:19]=[CH:20][CH:21]=1)[CH2:3][CH2:4][C:5]1[CH:10]=[CH:9][C:8]([OH:11])=[C:7]([O:12][CH3:13])[CH:6]=1. The yield is 0.963. (4) The reactants are [F:1][C:2]1[CH:7]=[CH:6][C:5]([C@H:8]([CH3:21])[CH2:9][N:10]2C(=O)C3C(=CC=CC=3)C2=O)=[CH:4][CH:3]=1.O.NN. The catalyst is C1(C)C=CC=CC=1. The product is [F:1][C:2]1[CH:3]=[CH:4][C:5]([C@H:8]([CH3:21])[CH2:9][NH2:10])=[CH:6][CH:7]=1. The yield is 0.990. (5) The reactants are C([Li])(C)(C)C.[CH3:6][C:7]([CH3:18])([CH3:17])[C:8]([NH:10][C:11]1[CH:16]=[CH:15][CH:14]=[CH:13][N:12]=1)=[O:9].N1(C=O)CC[O:22][CH2:21]C1.O. The catalyst is C(OCC)C.O1CCCC1. The product is [CH:21]([C:16]1[C:11]([NH:10][C:8](=[O:9])[C:7]([CH3:18])([CH3:17])[CH3:6])=[N:12][CH:13]=[CH:14][CH:15]=1)=[O:22]. The yield is 0.850. (6) The reactants are [Br:1][C:2]1[N:3]=[C:4]([NH:9][CH:10]([C:12]2[CH:13]=[C:14]3[C:19](=[CH:20][CH:21]=2)[N:18]=[CH:17][CH:16]=[CH:15]3)[CH3:11])[C:5]([NH2:8])=[N:6][CH:7]=1.C[N:23](C=O)C. No catalyst specified. The product is [Br:1][C:2]1[N:3]=[C:4]2[N:9]([CH:10]([C:12]3[CH:13]=[C:14]4[C:19](=[CH:20][CH:21]=3)[N:18]=[CH:17][CH:16]=[CH:15]4)[CH3:11])[N:23]=[N:8][C:5]2=[N:6][CH:7]=1. The yield is 0.720.